Dataset: Reaction yield outcomes from USPTO patents with 853,638 reactions. Task: Predict the reaction yield, written as a fraction of the theoretical maximum amount of product (1.0 means a 100% yield; for example, 0.34 means a 34% yield). (1) The reactants are Cl.[CH:2]1[CH:10]=[CH:9][C:8]2[CH2:11][CH2:12][N:6]3[C:7]=2[C:3]=1[C:4]1[CH2:16][NH:15][CH2:14][CH2:13][C:5]=13.[BH4-].[Na+].[OH-].[Na+]. The catalyst is C(O)(C(F)(F)F)=O. The product is [CH:2]1[CH:10]=[CH:9][C:8]2[CH2:11][CH2:12][N:6]3[C:7]=2[C:3]=1[C@H:4]1[CH2:16][NH:15][CH2:14][CH2:13][C@H:5]13. The yield is 1.00. (2) The reactants are [CH2:1]([C:3]1[C:4](=[O:14])[NH:5][C:6]2[C:11]([N:12]=1)=[CH:10][CH:9]=[C:8]([F:13])[CH:7]=2)[CH3:2].[Br:15]N1C(C)(C)C(=O)N(Br)C1=O.C(Cl)(Cl)(Cl)Cl.C(OOC(=O)C1C=CC=CC=1)(=O)C1C=CC=CC=1.C(=O)(O)[O-].[Na+]. No catalyst specified. The product is [Br:15][CH:1]([C:3]1[C:4](=[O:14])[NH:5][C:6]2[C:11]([N:12]=1)=[CH:10][CH:9]=[C:8]([F:13])[CH:7]=2)[CH3:2]. The yield is 0.798. (3) The reactants are [O:1]1[C:6]2[CH:7]=[CH:8][CH:9]=[C:10]([OH:11])[C:5]=2[O:4][CH2:3][CH2:2]1.C([Mg]Cl)(C)C.[CH:17]([N:30]1[C:38]2[C:33](=[CH:34][CH:35]=[CH:36][CH:37]=2)[C:32](=[O:39])[C:31]1=[O:40])([C:24]1[CH:29]=[CH:28][CH:27]=[CH:26][CH:25]=1)[C:18]1[CH:23]=[CH:22][CH:21]=[CH:20][CH:19]=1. The catalyst is O1CCCC1.ClCCCl. The product is [C:24]1([CH:17]([C:18]2[CH:23]=[CH:22][CH:21]=[CH:20][CH:19]=2)[N:30]2[C:38]3[C:33](=[CH:34][CH:35]=[CH:36][CH:37]=3)[C:32]([OH:39])([C:9]3[CH:8]=[CH:7][C:6]4[O:1][CH2:2][CH2:3][O:4][C:5]=4[C:10]=3[OH:11])[C:31]2=[O:40])[CH:25]=[CH:26][CH:27]=[CH:28][CH:29]=1. The yield is 0.690. (4) The reactants are [CH3:1][C:2]1[CH:7]=[CH:6][C:5]([CH3:8])=[CH:4][C:3]=1[NH:9][C:10]1[N:15]2[N:16]=[CH:17][C:18]([C:19](O)=[O:20])=[C:14]2[N:13]=[CH:12][C:11]=1[C:22]([N:24]1[CH2:29][CH2:28][C:27]([F:37])([C:30]2[CH:35]=[CH:34][C:33]([F:36])=[CH:32][CH:31]=2)[CH2:26][CH2:25]1)=[O:23].[CH2:38]([S:40]([NH2:43])(=[O:42])=[O:41])[CH3:39]. No catalyst specified. The product is [CH3:1][C:2]1[CH:7]=[CH:6][C:5]([CH3:8])=[CH:4][C:3]=1[NH:9][C:10]1[N:15]2[N:16]=[CH:17][C:18]([C:19]([NH:43][S:40]([CH2:38][CH3:39])(=[O:42])=[O:41])=[O:20])=[C:14]2[N:13]=[CH:12][C:11]=1[C:22]([N:24]1[CH2:29][CH2:28][C:27]([F:37])([C:30]2[CH:31]=[CH:32][C:33]([F:36])=[CH:34][CH:35]=2)[CH2:26][CH2:25]1)=[O:23]. The yield is 0.250. (5) The reactants are [CH:1]1([C:7](=[O:17])[CH2:8][NH:9][C:10](=[O:16])OC(C)(C)C)[CH2:6][CH2:5][CH2:4][CH2:3][CH2:2]1.C(O)(C(F)(F)F)=O.FC(F)(F)C(O)=O.NCC(C1CCCCC1)=O.[Cl:42][C:43]1[CH:48]=[CH:47][C:46]([N:49]2[C:53]([CH3:54])=[C:52](C(O)=O)[N:51]=[C:50]2[C:58]2[CH:63]=[CH:62][C:61]([Cl:64])=[CH:60][C:59]=2[Cl:65])=[CH:45][CH:44]=1.CCN=C=NCCCN(C)C.C1C=CC2N(O)N=NC=2C=1.CN1CCOCC1. The yield is 0.160. The catalyst is C(Cl)Cl. The product is [Cl:42][C:43]1[CH:44]=[CH:45][C:46]([N:49]2[C:53]([CH3:54])=[C:52]([C:10]([NH:9][CH2:8][C:7]([CH:1]3[CH2:2][CH2:3][CH2:4][CH2:5][CH2:6]3)=[O:17])=[O:16])[N:51]=[C:50]2[C:58]2[CH:63]=[CH:62][C:61]([Cl:64])=[CH:60][C:59]=2[Cl:65])=[CH:47][CH:48]=1. (6) The reactants are [Cl:1][C:2]1[N:3]=[N:4][C:5](Cl)=[CH:6][C:7]=1[CH:8]1[CH2:11][CH2:10][CH2:9]1.[C:13]([NH:21][NH2:22])(=O)[C:14]1[CH:19]=[CH:18][CH:17]=[CH:16][CH:15]=1.Cl.C(N(CC)CC)C. The catalyst is CC1C=CC(C)=CC=1. The product is [Cl:1][C:2]1[C:7]([CH:8]2[CH2:11][CH2:10][CH2:9]2)=[CH:6][C:5]2[N:4]([C:13]([C:14]3[CH:19]=[CH:18][CH:17]=[CH:16][CH:15]=3)=[N:21][N:22]=2)[N:3]=1. The yield is 0.340. (7) The reactants are [Cl:1][C:2]1[CH:9]=[CH:8][CH:7]=[C:6]([N+:10]([O-])=O)[C:3]=1[CH:4]=O.[CH3:13][Si:14]([CH3:21])([CH3:20])[C:15]#[C:16][CH2:17][CH2:18][NH2:19]. No catalyst specified. The product is [Cl:1][C:2]1[C:3]2[C:6]([CH:7]=[CH:8][CH:9]=1)=[N:10][N:19]([CH2:18][CH2:17][C:16]#[C:15][Si:14]([CH3:21])([CH3:20])[CH3:13])[CH:4]=2. The yield is 0.430.